This data is from Full USPTO retrosynthesis dataset with 1.9M reactions from patents (1976-2016). The task is: Predict the reactants needed to synthesize the given product. (1) Given the product [Cl:15][C:9]1[CH:10]=[CH:11][CH:12]=[C:13]2[C:8]=1[O:7][C:6](=[O:16])[C:5]([C:3]1[N:30]=[C:28]([NH:27][C:22]3[CH:23]=[CH:24][CH:25]=[CH:26][C:21]=3[O:20][CH2:17][CH2:18][CH3:19])[S:29][CH:2]=1)=[CH:14]2, predict the reactants needed to synthesize it. The reactants are: Br[CH2:2][C:3]([C:5]1[C:6](=[O:16])[O:7][C:8]2[C:13]([CH:14]=1)=[CH:12][CH:11]=[CH:10][C:9]=2[Cl:15])=O.[CH2:17]([O:20][C:21]1[CH:26]=[CH:25][CH:24]=[CH:23][C:22]=1[NH:27][C:28]([NH2:30])=[S:29])[CH2:18][CH3:19]. (2) Given the product [CH3:42][O:43][C:44]1[CH:49]=[C:48]([CH3:50])[CH:47]=[CH:46][C:45]=1[S:51]([O:1][C:2]1[CH:10]=[CH:9][C:8]([C:11]2[N:12]([C:27]([O:29][C:30]([CH3:31])([CH3:33])[CH3:32])=[O:28])[C:13]3[C:18]([CH:19]=2)=[CH:17][C:16]([CH2:20][N:21]2[CH2:26][CH2:25][CH2:24][CH2:23][CH2:22]2)=[CH:15][CH:14]=3)=[C:7]2[C:3]=1[CH2:4][NH:5][C:6]2=[O:34])(=[O:52])=[O:53], predict the reactants needed to synthesize it. The reactants are: [OH:1][C:2]1[CH:10]=[CH:9][C:8]([C:11]2[N:12]([C:27]([O:29][C:30]([CH3:33])([CH3:32])[CH3:31])=[O:28])[C:13]3[C:18]([CH:19]=2)=[CH:17][C:16]([CH2:20][N:21]2[CH2:26][CH2:25][CH2:24][CH2:23][CH2:22]2)=[CH:15][CH:14]=3)=[C:7]2[C:3]=1[CH2:4][NH:5][C:6]2=[O:34].C(N(CC)CC)C.[CH3:42][O:43][C:44]1[CH:49]=[C:48]([CH3:50])[CH:47]=[CH:46][C:45]=1[S:51](Cl)(=[O:53])=[O:52]. (3) Given the product [Br:25][C:7]1[CH:6]=[C:5]([C:4]([N:28]([CH3:27])[CH2:29][CH2:30][CH2:31][CH2:32][CH2:33][CH2:34][CH2:35][CH2:36][C:37]2[CH:38]=[CH:39][CH:40]=[CH:41][CH:42]=2)=[O:26])[CH:10]=[C:9]([C:11]2[CH:12]=[CH:13][CH:14]=[CH:15][CH:16]=2)[C:8]=1[O:21][CH2:22][CH2:23][OH:24], predict the reactants needed to synthesize it. The reactants are: C(O[C:4](=[O:26])[C:5]1[CH:10]=[C:9]([C:11]2[CH:16]=[CH:15][CH:14]=[C:13](C(F)(F)F)[CH:12]=2)[C:8]([O:21][CH2:22][CH2:23][OH:24])=[C:7]([Br:25])[CH:6]=1)C.[CH3:27][NH:28][CH2:29][CH2:30][CH2:31][CH2:32][CH2:33][CH2:34][CH2:35][CH2:36][C:37]1[CH:42]=[CH:41][CH:40]=[CH:39][CH:38]=1. (4) Given the product [NH2:1][C:4]1[CH:5]=[C:6]2[C:10](=[CH:11][CH:12]=1)[N:9]([CH2:19][CH2:18][N:13]1[CH2:17][CH2:16][CH2:15][CH2:14]1)[CH:8]=[CH:7]2, predict the reactants needed to synthesize it. The reactants are: [N+:1]([C:4]1[CH:5]=[C:6]2[C:10](=[CH:11][CH:12]=1)[NH:9][CH:8]=[CH:7]2)([O-])=O.[N:13]1([CH2:18][CH2:19]Cl)[CH2:17][CH2:16][CH2:15][CH2:14]1. (5) Given the product [CH3:18][C:15]1[CH:16]=[CH:17][C:12]([CH:8]([C:5]2[CH:4]=[CH:3][C:2]([CH3:1])=[CH:7][CH:6]=2)[C:9]([NH:19][CH2:20][CH2:21][CH2:22][N:23]2[CH2:28][CH2:27][CH:26]([C:29]3[CH:30]=[C:31]([NH:35][C:36](=[O:41])[O:37][CH:38]([CH3:39])[CH3:40])[CH:32]=[CH:33][CH:34]=3)[CH2:25][CH2:24]2)=[O:11])=[CH:13][CH:14]=1, predict the reactants needed to synthesize it. The reactants are: [CH3:1][C:2]1[CH:7]=[CH:6][C:5]([CH:8]([C:12]2[CH:17]=[CH:16][C:15]([CH3:18])=[CH:14][CH:13]=2)[C:9]([OH:11])=O)=[CH:4][CH:3]=1.[NH2:19][CH2:20][CH2:21][CH2:22][N:23]1[CH2:28][CH2:27][CH:26]([C:29]2[CH:30]=[C:31]([NH:35][C:36](=[O:41])[O:37][CH:38]([CH3:40])[CH3:39])[CH:32]=[CH:33][CH:34]=2)[CH2:25][CH2:24]1. (6) The reactants are: [NH:1]1[CH2:6][CH2:5]OCC1.C(O[BH-](O[C:17](=O)[CH3:18])OC(=O)C)(=O)C.[Na+].[C:21](O)(=O)[CH3:22].Cl[CH:26](Cl)[CH3:27]. Given the product [C:26]([C:6]1[CH:5]=[CH:22][CH:21]=[C:17]([CH3:18])[N:1]=1)#[CH:27], predict the reactants needed to synthesize it.